The task is: Predict the reaction yield, written as a fraction of the theoretical maximum amount of product (1.0 means a 100% yield; for example, 0.34 means a 34% yield).. This data is from Reaction yield outcomes from USPTO patents with 853,638 reactions. The reactants are [Cl:1][C:2]1[CH:3]=[C:4]([CH2:9][C:10]#[N:11])[CH:5]=[CH:6][C:7]=1[Cl:8].[CH2:12]([CH:14]1[O:16][CH2:15]1)Cl.ClCCl.CCCCCC. The catalyst is O1CCCC1. The product is [Cl:1][C:2]1[CH:3]=[C:4]([C@@:9]2([C:10]#[N:11])[CH2:12][CH:14]2[CH2:15][OH:16])[CH:5]=[CH:6][C:7]=1[Cl:8]. The yield is 0.400.